This data is from NCI-60 drug combinations with 297,098 pairs across 59 cell lines. The task is: Regression. Given two drug SMILES strings and cell line genomic features, predict the synergy score measuring deviation from expected non-interaction effect. (1) Drug 1: C1=CC(=CC=C1C#N)C(C2=CC=C(C=C2)C#N)N3C=NC=N3. Drug 2: CN(CC1=CN=C2C(=N1)C(=NC(=N2)N)N)C3=CC=C(C=C3)C(=O)NC(CCC(=O)O)C(=O)O. Cell line: MOLT-4. Synergy scores: CSS=64.4, Synergy_ZIP=12.9, Synergy_Bliss=12.1, Synergy_Loewe=-15.9, Synergy_HSA=12.0. (2) Drug 1: C1CN1P(=S)(N2CC2)N3CC3. Drug 2: CC(C)CN1C=NC2=C1C3=CC=CC=C3N=C2N. Cell line: RPMI-8226. Synergy scores: CSS=23.6, Synergy_ZIP=-7.13, Synergy_Bliss=-3.94, Synergy_Loewe=-2.40, Synergy_HSA=-3.21. (3) Synergy scores: CSS=12.8, Synergy_ZIP=-3.83, Synergy_Bliss=-0.262, Synergy_Loewe=-2.88, Synergy_HSA=-0.310. Drug 1: COC1=NC(=NC2=C1N=CN2C3C(C(C(O3)CO)O)O)N. Cell line: SW-620. Drug 2: C1CN(CCN1C(=O)CCBr)C(=O)CCBr.